From a dataset of Forward reaction prediction with 1.9M reactions from USPTO patents (1976-2016). Predict the product of the given reaction. (1) Given the reactants [H-].[Na+].[OH:3][C:4]1[C:9]([C@@H:10]2[CH2:14][CH2:13][N:12]([CH3:15])[C@H:11]2[CH2:16][OH:17])=[C:8]([O:18][CH3:19])[CH:7]=[C:6]([O:20][CH3:21])[C:5]=1[C:22](=[O:24])[CH3:23], predict the reaction product. The product is: [OH:3][C:4]1[C:9]([CH:10]2[CH2:14][CH2:13][N:12]([CH3:15])[CH:11]2[CH2:16][OH:17])=[C:8]([O:18][CH3:19])[CH:7]=[C:6]([O:20][CH3:21])[C:5]=1[C:22](=[O:24])[CH2:23][C:22]([C:5]1[CH:4]=[CH:9][CH:8]=[CH:7][C:6]=1[O:20][CH3:21])=[O:24]. (2) Given the reactants C([O:4][CH2:5][C:6]1[CH:15]=[C:14]([C:16]2[CH2:20][C:19]([C:25]3[CH:30]=[C:29]([Cl:31])[CH:28]=[C:27]([Cl:32])[CH:26]=3)([C:21]([F:24])([F:23])[F:22])[O:18][N:17]=2)[CH:13]=[CH:12][C:7]=1[C:8]([O:10]C)=O)(=O)C.C[O-].[Na+], predict the reaction product. The product is: [Cl:32][C:27]1[CH:26]=[C:25]([C:19]2([C:21]([F:24])([F:23])[F:22])[O:18][N:17]=[C:16]([C:14]3[CH:13]=[CH:12][C:7]4[C:8](=[O:10])[O:4][CH2:5][C:6]=4[CH:15]=3)[CH2:20]2)[CH:30]=[C:29]([Cl:31])[CH:28]=1. (3) Given the reactants [CH3:1][N:2]1[C:7]([C:8]([F:11])([F:10])[F:9])=[CH:6][C:5](=[O:12])[N:4]([C:13]2[CH:14]=[CH:15][C:16]3[S:20][N:19]=[C:18]([C:21](O)=O)[C:17]=3[CH:24]=2)[C:3]1=[O:25].C(Cl)(=O)C(Cl)=O.Cl.Cl.[C:34](=[NH:44])([O:41][CH2:42][CH3:43])[CH2:35][C:36](=[NH:40])[O:37][CH2:38][CH3:39].C(N(C(C)C)CC)(C)C, predict the reaction product. The product is: [CH2:38]([O:37][C:36]1[CH:35]=[C:34]([O:41][CH2:42][CH3:43])[N:44]=[C:21]([C:18]2[C:17]3[CH:24]=[C:13]([N:4]4[C:5](=[O:12])[CH:6]=[C:7]([C:8]([F:11])([F:10])[F:9])[N:2]([CH3:1])[C:3]4=[O:25])[CH:14]=[CH:15][C:16]=3[S:20][N:19]=2)[N:40]=1)[CH3:39]. (4) Given the reactants [CH3:1][CH:2]1[CH2:7][CH:6]([N:8]2[CH2:12][CH2:11][O:10][C:9]2=[O:13])[CH2:5][CH2:4][N:3]1C(OC(C)(C)C)=O, predict the reaction product. The product is: [CH3:1][CH:2]1[CH2:7][CH:6]([N:8]2[CH2:12][CH2:11][O:10][C:9]2=[O:13])[CH2:5][CH2:4][NH:3]1. (5) Given the reactants [Cl:1][C:2]1[CH:12]=[CH:11][CH:10]=[C:9]([Si:13]([CH3:16])([CH3:15])[CH3:14])[C:3]=1[C:4]([NH:6][CH2:7][CH3:8])=[O:5].[Li]C(C)(C)C.CCCCC.C(Br)C[Br:29], predict the reaction product. The product is: [Br:29][CH2:16][Si:13]([CH3:15])([CH3:14])[C:9]1[CH:10]=[CH:11][CH:12]=[C:2]([Cl:1])[C:3]=1[C:4]([NH:6][CH2:7][CH3:8])=[O:5]. (6) Given the reactants [C:1]([OH:20])(=[O:19])[CH2:2][CH2:3][CH2:4][CH2:5][CH2:6][CH2:7][CH2:8]/[CH:9]=[CH:10]\[CH2:11]/[CH:12]=[CH:13]\[CH2:14]/[CH:15]=[CH:16]\[CH2:17][CH3:18].C(=O)([O-])[O-].[Na+:25].[Na+], predict the reaction product. The product is: [Na+:25].[C:1]([O-:20])(=[O:19])[CH2:2][CH2:3][CH2:4][CH2:5][CH2:6][CH2:7][CH2:8]/[CH:9]=[CH:10]\[CH2:11]/[CH:12]=[CH:13]\[CH2:14]/[CH:15]=[CH:16]\[CH2:17][CH3:18].